Dataset: Catalyst prediction with 721,799 reactions and 888 catalyst types from USPTO. Task: Predict which catalyst facilitates the given reaction. (1) Reactant: [CH3:1][CH:2]([CH3:40])[C:3]([O:5][C:6]1[CH:11]=[CH:10][C:9]([P:12]([O:23][CH2:24][CH3:25])([CH2:14][P:15]([O:20][CH2:21][CH3:22])([O:17][CH2:18][CH3:19])=[O:16])=[O:13])=[CH:8][C:7]=1[C:26]([CH3:39])([CH3:38])[CH2:27][C:28]([O:30]CC1C=CC=CC=1)=[O:29])=[O:4]. Product: [CH3:40][CH:2]([CH3:1])[C:3]([O:5][C:6]1[CH:11]=[CH:10][C:9]([P:12]([O:23][CH2:24][CH3:25])([CH2:14][P:15]([O:20][CH2:21][CH3:22])([O:17][CH2:18][CH3:19])=[O:16])=[O:13])=[CH:8][C:7]=1[C:26]([CH3:39])([CH3:38])[CH2:27][C:28]([OH:30])=[O:29])=[O:4]. The catalyst class is: 19. (2) Reactant: [Cl:1][C:2]1[N:7]=[C:6]2[NH:8][N:9]=[CH:10][C:5]2=[C:4]([CH:11]([F:13])[F:12])[CH:3]=1.CI.[C:16](=O)([O-])[O-].[K+].[K+].O. Product: [Cl:1][C:2]1[N:7]=[C:6]2[N:8]([CH3:16])[N:9]=[CH:10][C:5]2=[C:4]([CH:11]([F:12])[F:13])[CH:3]=1. The catalyst class is: 3. (3) Reactant: [Br:1][C:2]1[CH:3]=[C:4]([Cl:10])[C:5]([NH:8][NH2:9])=[N:6][CH:7]=1.C(O)C.C(O[CH:17]=[C:18]([C:24]([CH3:26])=O)[C:19]([O:21][CH2:22][CH3:23])=[O:20])C. Product: [CH2:22]([O:21][C:19]([C:18]1[CH:17]=[N:9][N:8]([C:5]2[C:4]([Cl:10])=[CH:3][C:2]([Br:1])=[CH:7][N:6]=2)[C:24]=1[CH3:26])=[O:20])[CH3:23]. The catalyst class is: 223. (4) Reactant: [OH:1][C@H:2]1[CH2:19][CH2:18][C@@:17]2([CH3:20])[C@@H:4]([CH2:5][CH2:6][C@@H:7]3[C@@H:16]2[CH2:15][CH2:14][C@@:12]2([CH3:13])[C@H:8]3[CH2:9][CH2:10][C:11]2=[O:21])[CH2:3]1.CC(C)=O.OS(O)(=O)=O.O=[Cr](=O)=O.[OH-].[Na+]. Product: [CH3:13][C@:12]12[CH2:14][CH2:15][C@H:16]3[C@@H:7]([CH2:6][CH2:5][C@@H:4]4[C@:17]3([CH3:20])[CH2:18][CH2:19][C:2](=[O:1])[CH2:3]4)[C@@H:8]1[CH2:9][CH2:10][C:11]2=[O:21]. The catalyst class is: 21.